From a dataset of Catalyst prediction with 721,799 reactions and 888 catalyst types from USPTO. Predict which catalyst facilitates the given reaction. (1) The catalyst class is: 7. Reactant: C([Li])CCC.C(NC(C)C)(C)C.[CH3:13][N:14]1[C:19](=[O:20])[C:18]2[CH:21]=[C:22]([CH2:24][C:25]3[C:34]4[C:29](=[CH:30][CH:31]=[CH:32][CH:33]=4)[CH:28]=[CH:27][CH:26]=3)[S:23][C:17]=2[N:16]([CH2:35][CH:36]([CH3:38])[CH3:37])[C:15]1=[O:39].[C:40](=[O:42])=[O:41].[OH-].[Na+]. Product: [CH3:13][N:14]1[C:19](=[O:20])[C:18]2[C:21]([C:40]([OH:42])=[O:41])=[C:22]([CH2:24][C:25]3[C:34]4[C:29](=[CH:30][CH:31]=[CH:32][CH:33]=4)[CH:28]=[CH:27][CH:26]=3)[S:23][C:17]=2[N:16]([CH2:35][CH:36]([CH3:37])[CH3:38])[C:15]1=[O:39]. (2) The catalyst class is: 35. Reactant: [Cl:1][C:2]1[CH:3]=[C:4]([CH2:18][OH:19])[CH:5]=[C:6]([Cl:17])[C:7]=1[O:8][C:9]1[CH:14]=[CH:13][C:12]([O:15][CH3:16])=[CH:11][CH:10]=1.[H-].[Na+].[H][H].[CH3:24]I. Product: [Cl:1][C:2]1[CH:3]=[C:4]([CH2:18][O:19][CH3:24])[CH:5]=[C:6]([Cl:17])[C:7]=1[O:8][C:9]1[CH:10]=[CH:11][C:12]([O:15][CH3:16])=[CH:13][CH:14]=1.